Dataset: Reaction yield outcomes from USPTO patents with 853,638 reactions. Task: Predict the reaction yield, written as a fraction of the theoretical maximum amount of product (1.0 means a 100% yield; for example, 0.34 means a 34% yield). (1) The yield is 0.990. The reactants are [NH2:1][C:2]1[CH:9]=[CH:8][CH:7]=[CH:6][C:3]=1[CH:4]=[O:5].[Cl:10][CH2:11][C:12](Cl)=[O:13].O. The product is [Cl:10][CH2:11][C:12]([NH:1][C:2]1[CH:9]=[CH:8][CH:7]=[CH:6][C:3]=1[CH:4]=[O:5])=[O:13]. The catalyst is ClCCl. (2) The reactants are [NH:1]1[CH:5]=[N:4][CH:3]=[N:2]1.[H-].[Na+].[CH2:8]([N:15]1[CH2:20][CH2:19][N:18]([CH2:21][C:22]2[CH:27]=[CH:26][CH:25]=[CH:24][CH:23]=2)[CH2:17][CH:16]1[CH2:28]Cl)[C:9]1[CH:14]=[CH:13][CH:12]=[CH:11][CH:10]=1. The catalyst is CN(C=O)C.CCOC(C)=O. The product is [CH2:8]([N:15]1[CH2:20][CH2:19][N:18]([CH2:21][C:22]2[CH:27]=[CH:26][CH:25]=[CH:24][CH:23]=2)[CH2:17][CH:16]1[CH2:28][N:1]1[CH:5]=[N:4][CH:3]=[N:2]1)[C:9]1[CH:10]=[CH:11][CH:12]=[CH:13][CH:14]=1. The yield is 0.997. (3) The reactants are [Cl:1][C:2]1[CH:20]=[CH:19][C:5]([CH2:6][NH:7][CH2:8][C:9]2[CH:14]=[CH:13][C:12]([C:15]([F:18])([F:17])[F:16])=[CH:11][CH:10]=2)=[CH:4][CH:3]=1.[CH2:21]([O:23][C@H:24]([C:37]([O:39][CH2:40][CH3:41])=[O:38])[CH2:25][C:26]1[CH:36]=[CH:35][C:29]([O:30][CH2:31][C:32](O)=[O:33])=[CH:28][CH:27]=1)[CH3:22].C(N(CC)C(C)C)(C)C.F[B-](F)(F)F.N1(OC(N(C)C)=[N+](C)C)C2C=CC=CC=2N=N1. The catalyst is C(Cl)Cl. The product is [Cl:1][C:2]1[CH:3]=[CH:4][C:5]([CH2:6][N:7]([CH2:8][C:9]2[CH:14]=[CH:13][C:12]([C:15]([F:16])([F:17])[F:18])=[CH:11][CH:10]=2)[C:32](=[O:33])[CH2:31][O:30][C:29]2[CH:28]=[CH:27][C:26]([CH2:25][C@H:24]([O:23][CH2:21][CH3:22])[C:37]([O:39][CH2:40][CH3:41])=[O:38])=[CH:36][CH:35]=2)=[CH:19][CH:20]=1. The yield is 0.590. (4) The reactants are Cl[C:2]1[C:7]([C:8]([N:10]2[CH2:15][CH2:14][CH:13]([C:16]3[CH:21]=[CH:20][C:19]([F:22])=[CH:18][CH:17]=3)[CH2:12][CH2:11]2)=[O:9])=[CH:6][N:5]([CH3:23])[C:4](=[O:24])[C:3]=1[N+:25]([O-:27])=[O:26].[S:28]1[C:32]2[CH:33]=[C:34]([NH2:37])[CH:35]=[CH:36][C:31]=2[N:30]=[CH:29]1. No catalyst specified. The product is [S:28]1[C:32]2[CH:33]=[C:34]([NH:37][C:2]3[C:7]([C:8]([N:10]4[CH2:15][CH2:14][CH:13]([C:16]5[CH:21]=[CH:20][C:19]([F:22])=[CH:18][CH:17]=5)[CH2:12][CH2:11]4)=[O:9])=[CH:6][N:5]([CH3:23])[C:4](=[O:24])[C:3]=3[N+:25]([O-:27])=[O:26])[CH:35]=[CH:36][C:31]=2[N:30]=[CH:29]1. The yield is 0.810. (5) The reactants are Cl[C:2]1[N:11]=[C:10]([C:12]2[CH:17]=[CH:16][CH:15]=[CH:14][N:13]=2)[C:9]2[C:4](=[CH:5][CH:6]=[CH:7][CH:8]=2)[N:3]=1.[NH2:18][C:19]1[CH:27]=[CH:26][C:22]([C:23]([OH:25])=O)=[CH:21][CH:20]=1.[CH3:28][N:29]([CH2:31][C:32]1[CH:33]=[CH:34][C:35]([CH3:39])=[C:36]([CH:38]=1)[NH2:37])[CH3:30].CN(C(ON1N=NC2C=CC=NC1=2)=[N+](C)C)C.F[P-](F)(F)(F)(F)F.CCN(C(C)C)C(C)C. The catalyst is C(O)CCC.C(OCC)(=O)C. The product is [CH3:30][N:29]([CH2:31][C:32]1[CH:33]=[CH:34][C:35]([CH3:39])=[C:36]([NH:37][C:23](=[O:25])[C:22]2[CH:21]=[CH:20][C:19]([NH:18][C:2]3[N:11]=[C:10]([C:12]4[CH:17]=[CH:16][CH:15]=[CH:14][N:13]=4)[C:9]4[C:4](=[CH:5][CH:6]=[CH:7][CH:8]=4)[N:3]=3)=[CH:27][CH:26]=2)[CH:38]=1)[CH3:28]. The yield is 0.160. (6) The reactants are [CH2:1]([C:4]1[C:12]([O:13][CH2:14][CH2:15][Si:16]([CH3:19])([CH3:18])[CH3:17])=[C:11]2[C:7]([CH2:8][O:9][C:10]2=[O:20])=[C:6]([CH3:21])[C:5]=1[CH2:22][CH3:23])[CH:2]=C.NC(N)=S.C[OH:29]. The catalyst is C(Cl)Cl.N1C=CC=CC=1. The product is [CH2:22]([C:5]1[C:6]([CH3:21])=[C:7]2[C:11]([C:10](=[O:20])[O:9][CH2:8]2)=[C:12]([O:13][CH2:14][CH2:15][Si:16]([CH3:18])([CH3:19])[CH3:17])[C:4]=1[CH2:1][CH:2]=[O:29])[CH3:23]. The yield is 0.690.